This data is from Forward reaction prediction with 1.9M reactions from USPTO patents (1976-2016). The task is: Predict the product of the given reaction. (1) Given the reactants [CH2:1]([N:5]1[C:13]2[C:8](=[C:9]([C:17]#[N:18])[CH:10]=[C:11]([C:14]([OH:16])=O)[CH:12]=2)[CH:7]=[CH:6]1)[CH2:2][CH2:3][CH3:4].C(N(CC)CC)C.[NH2:26][C@@H:27]([CH2:41][C:42]1[CH:47]=[C:46]([F:48])[CH:45]=[C:44]([F:49])[CH:43]=1)[C@H:28]([OH:40])[CH2:29][NH:30][CH2:31][C:32]1[CH:37]=[CH:36][CH:35]=[C:34]([CH2:38][CH3:39])[CH:33]=1, predict the reaction product. The product is: [CH2:1]([N:5]1[C:13]2[C:8](=[C:9]([C:17]#[N:18])[CH:10]=[C:11]([C:14]([NH:26][C@@H:27]([CH2:41][C:42]3[CH:43]=[C:44]([F:49])[CH:45]=[C:46]([F:48])[CH:47]=3)[C@H:28]([OH:40])[CH2:29][NH:30][CH2:31][C:32]3[CH:37]=[CH:36][CH:35]=[C:34]([CH2:38][CH3:39])[CH:33]=3)=[O:16])[CH:12]=2)[CH:7]=[CH:6]1)[CH2:2][CH2:3][CH3:4]. (2) Given the reactants O([C:8]1[CH:13]=[CH:12][C:11](B(O)O)=[CH:10][CH:9]=1)[C:8]1[CH:13]=[CH:12][CH:11]=[CH:10][CH:9]=1.[C:17]([O-:20])([O-])=O.[K+].[K+].Cl[C:24]1[N:32]=[C:31]([Cl:33])[CH:30]=[CH:29][C:25]=1[C:26]([NH2:28])=[O:27], predict the reaction product. The product is: [C:17]([C:8]1[CH:9]=[CH:10][C:11]([C:24]2[N:32]=[C:31]([Cl:33])[CH:30]=[CH:29][C:25]=2[C:26]([NH2:28])=[O:27])=[CH:12][CH:13]=1)(=[O:20])[C:8]1[CH:13]=[CH:12][CH:11]=[CH:10][CH:9]=1. (3) Given the reactants [CH3:1][C:2]1[C:7]([C:8]([OH:10])=O)=[C:6]([CH3:11])[CH:5]=[CH:4][N:3]=1.C(Cl)(=O)C(Cl)=O.[CH3:18][O:19][C:20](=[O:46])[C@H:21]([CH2:38][C:39]1[CH:44]=[CH:43][C:42]([NH2:45])=[CH:41][CH:40]=1)[NH:22][C:23]([C:25]1([CH2:30][CH2:31][CH2:32][CH2:33][S:34]([CH3:37])(=[O:36])=[O:35])[CH2:29][CH2:28][CH2:27][CH2:26]1)=[S:24].C(N(C(C)C)CC)(C)C, predict the reaction product. The product is: [CH3:18][O:19][C:20](=[O:46])[C@H:21]([CH2:38][C:39]1[CH:44]=[CH:43][C:42]([NH:45][C:8]([C:7]2[C:2]([CH3:1])=[N:3][CH:4]=[CH:5][C:6]=2[CH3:11])=[O:10])=[CH:41][CH:40]=1)[NH:22][C:23]([C:25]1([CH2:30][CH2:31][CH2:32][CH2:33][S:34]([CH3:37])(=[O:36])=[O:35])[CH2:29][CH2:28][CH2:27][CH2:26]1)=[S:24].